Dataset: Forward reaction prediction with 1.9M reactions from USPTO patents (1976-2016). Task: Predict the product of the given reaction. (1) Given the reactants Br[C:2]1[CH:7]=[CH:6][C:5]([N:8]2[CH2:13][CH2:12][CH:11]([C:14]([N:16]([CH3:18])[CH3:17])=[O:15])[CH2:10][CH2:9]2)=[CH:4][CH:3]=1.[CH3:19][C:20]1([CH3:36])[C:24]([CH3:26])([CH3:25])[O:23][B:22]([B:22]2[O:23][C:24]([CH3:26])([CH3:25])[C:20]([CH3:36])([CH3:19])[O:21]2)[O:21]1.CC([O-])=O.[K+], predict the reaction product. The product is: [CH3:17][N:16]([CH3:18])[C:14]([CH:11]1[CH2:12][CH2:13][N:8]([C:5]2[CH:6]=[CH:7][C:2]([B:22]3[O:23][C:24]([CH3:26])([CH3:25])[C:20]([CH3:36])([CH3:19])[O:21]3)=[CH:3][CH:4]=2)[CH2:9][CH2:10]1)=[O:15]. (2) Given the reactants [CH3:1][O:2][C:3]1[CH:8]=[CH:7][CH:6]=[CH:5][C:4]=1B(O)O.[Br:12][C:13]1[CH:14]=[CH:15][CH:16]=[C:17](Br)[CH:18]=1.C(=O)(O)[O-].[Na+], predict the reaction product. The product is: [Br:12][C:13]1[CH:18]=[C:17]([C:4]2[CH:5]=[CH:6][CH:7]=[CH:8][C:3]=2[O:2][CH3:1])[CH:16]=[CH:15][CH:14]=1. (3) Given the reactants O[C:2]1[CH:17]=[C:16]([OH:18])[CH:15]=[CH:14][C:3]=1[C:4]([C:6]1[CH:11]=[CH:10][C:9]([OH:12])=[CH:8][C:7]=1[OH:13])=O.C([O-])(=O)C.[Na+].Cl.[Br:25][C:26]1[CH:31]=[CH:30][C:29]([NH:32][NH2:33])=[CH:28][CH:27]=1, predict the reaction product. The product is: [Br:25][C:26]1[CH:31]=[CH:30][C:29]([N:32]2[C:2]3[C:3](=[CH:14][CH:15]=[C:16]([OH:18])[CH:17]=3)[C:4]([C:6]3[CH:11]=[CH:10][C:9]([OH:12])=[CH:8][C:7]=3[OH:13])=[N:33]2)=[CH:28][CH:27]=1. (4) Given the reactants [CH3:1][O:2][C:3](=[O:23])[CH:4]([O:12][C:13]1[N:18]=[C:17]([O:19][CH3:20])[CH:16]=[C:15]([O:21][CH3:22])[N:14]=1)[CH2:5][C:6]1[CH:11]=[CH:10][CH:9]=[CH:8]C=1.[CH3:24]S(C1N=C(OC)C=C(OC)N=1)(=O)=O.C([O-])([O-])=O.[K+].[K+].O, predict the reaction product. The product is: [CH3:1][O:2][C:3](=[O:23])[C:4]([O:12][C:13]1[N:14]=[C:15]([O:21][CH3:22])[CH:16]=[C:17]([O:19][CH3:20])[N:18]=1)([C:5]1[CH:6]=[CH:11][CH:10]=[CH:9][CH:8]=1)[CH3:24]. (5) Given the reactants Cl[C:2]1[C:7]([C:8]#[N:9])=[C:6]([CH:10]2[CH2:15][CH2:14][CH2:13][CH2:12][O:11]2)[C:5]([C:16]#[N:17])=[C:4]([CH3:18])[N:3]=1.[S-2:19].[Na+].[Na+], predict the reaction product. The product is: [CH3:18][C:4]1[C:5]([C:16]#[N:17])=[C:6]([CH:10]2[CH2:15][CH2:14][CH2:13][CH2:12][O:11]2)[C:7]([C:8]#[N:9])=[C:2]([SH:19])[N:3]=1.